Task: Predict the product of the given reaction.. Dataset: Forward reaction prediction with 1.9M reactions from USPTO patents (1976-2016) Given the reactants CS([C:5]1[S:6][C:7]2[CH:13]=[CH:12][C:11]([C:14]([F:17])([F:16])[F:15])=[CH:10][C:8]=2[N:9]=1)(=O)=O.[NH2:18][C@@H:19]1[CH2:23][CH2:22][N:21]([C:24]([C:26]2[C:31]([O:32][CH3:33])=[CH:30][CH:29]=[CH:28][C:27]=2[O:34][CH3:35])=[O:25])[CH2:20]1, predict the reaction product. The product is: [CH3:35][O:34][C:27]1[CH:28]=[CH:29][CH:30]=[C:31]([O:32][CH3:33])[C:26]=1[C:24]([N:21]1[CH2:22][CH2:23][C@@H:19]([NH:18][C:5]2[S:6][C:7]3[CH:13]=[CH:12][C:11]([C:14]([F:17])([F:16])[F:15])=[CH:10][C:8]=3[N:9]=2)[CH2:20]1)=[O:25].